This data is from Peptide-MHC class II binding affinity with 134,281 pairs from IEDB. The task is: Regression. Given a peptide amino acid sequence and an MHC pseudo amino acid sequence, predict their binding affinity value. This is MHC class II binding data. (1) The peptide sequence is SVVGWPTVRERMRRA. The MHC is DRB1_0401 with pseudo-sequence DRB1_0401. The binding affinity (normalized) is 0. (2) The peptide sequence is AFKVAASAANAAPAN. The MHC is DRB1_0401 with pseudo-sequence DRB1_0401. The binding affinity (normalized) is 0.830. (3) The peptide sequence is TRLSCDCDDKFYDCLKNS. The MHC is DRB1_1501 with pseudo-sequence DRB1_1501. The binding affinity (normalized) is 0. (4) The peptide sequence is ILDLWVYHTQGYFPD. The MHC is DRB1_0101 with pseudo-sequence DRB1_0101. The binding affinity (normalized) is 0.